Dataset: Reaction yield outcomes from USPTO patents with 853,638 reactions. Task: Predict the reaction yield, written as a fraction of the theoretical maximum amount of product (1.0 means a 100% yield; for example, 0.34 means a 34% yield). (1) The reactants are Br[C:2]1[CH:9]=[CH:8][C:5]([C:6]#[N:7])=[C:4]([C:10]([F:13])([F:12])[F:11])[CH:3]=1.C([O-])(O)=O.[Na+].[F:19][C:20]1[CH:25]=[CH:24][C:23](B(O)O)=[C:22]([O:29][CH3:30])[CH:21]=1. The catalyst is C1(C)C=CC=CC=1.CCO.[Cl-].[Na+].O.C1C=CC([P]([Pd]([P](C2C=CC=CC=2)(C2C=CC=CC=2)C2C=CC=CC=2)([P](C2C=CC=CC=2)(C2C=CC=CC=2)C2C=CC=CC=2)[P](C2C=CC=CC=2)(C2C=CC=CC=2)C2C=CC=CC=2)(C2C=CC=CC=2)C2C=CC=CC=2)=CC=1. The product is [F:19][C:20]1[CH:25]=[CH:24][C:23]([C:2]2[CH:9]=[CH:8][C:5]([C:6]#[N:7])=[C:4]([C:10]([F:13])([F:12])[F:11])[CH:3]=2)=[C:22]([O:29][CH3:30])[CH:21]=1. The yield is 0.810. (2) The reactants are [OH-].[Li+].[Br:3][C:4]1[CH:13]=[CH:12][C:7]([C:8]([O:10]C)=[O:9])=[CH:6][C:5]=1[O:14][CH:15]([CH3:17])[CH3:16].Cl. The catalyst is O.O1CCCC1. The product is [Br:3][C:4]1[CH:13]=[CH:12][C:7]([C:8]([OH:10])=[O:9])=[CH:6][C:5]=1[O:14][CH:15]([CH3:17])[CH3:16]. The yield is 0.850. (3) The reactants are CC1C=C(C)C([CH:9]([C:15]2[NH:19][CH:18]=[CH:17][CH:16]=2)[C:10]2[NH:14][CH:13]=[CH:12][CH:11]=2)=C(C)C=1.C([NH:23]C(SC1C=CC(C=O)=CC=1)=O)C.C(O)(C(F)(F)F)=O.CC[N:44]([CH:48]([CH3:50])[CH3:49])[CH:45]([CH3:47])[CH3:46].[C:51]1(Cl)C(=O)[C:56](Cl)=[C:55](Cl)[C:53](=O)[C:52]=1Cl. The catalyst is C(Cl)Cl.C1COCC1.[C-]1(C2C=CC(C#CC3C=CC(C=O)=CC=3)=CC=2)C=CC=C1.[CH-]1C=CC=C1.[Fe+2]. The product is [C:10]12[CH:9]=[C:15]3[N:19]=[C:18]([CH:17]=[CH:16]3)[CH:49]=[C:48]3[NH:44][C:45]([CH:46]=[CH:50]3)=[CH:47][C:56]3=[N:23][C:52]([CH:53]=[CH:55]3)=[CH:51][C:13]([NH:14]1)=[CH:12][CH:11]=2. The yield is 0.103. (4) The reactants are Br[C:2]1[CH:3]=[C:4]2[C:9](=[CH:10][C:11]=1[F:12])[N:8]=[CH:7][C:6]([C:13]([CH:15]1[CH2:17][CH2:16]1)=[O:14])=[C:5]2[NH:18][C@H:19]1[CH2:24][CH2:23][C@H:22]([N:25]([CH3:27])[CH3:26])[CH2:21][CH2:20]1.[Cl:28][C:29]1[CH:34]=[C:33](B2OC(C)(C)C(C)(C)O2)[CH:32]=[C:31]([F:44])[C:30]=1[OH:45]. No catalyst specified. The product is [Cl:28][C:29]1[CH:34]=[C:33]([C:2]2[CH:3]=[C:4]3[C:9](=[CH:10][C:11]=2[F:12])[N:8]=[CH:7][C:6]([C:13]([CH:15]2[CH2:17][CH2:16]2)=[O:14])=[C:5]3[NH:18][C@H:19]2[CH2:20][CH2:21][C@H:22]([N:25]([CH3:27])[CH3:26])[CH2:23][CH2:24]2)[CH:32]=[C:31]([F:44])[C:30]=1[OH:45]. The yield is 0.900. (5) The reactants are [F:1][C:2]1[CH:3]=[C:4]([CH:7]=[C:8]([O:11]C)[C:9]=1[OH:10])[CH:5]=[O:6].B(Br)(Br)Br. The catalyst is ClCCl. The product is [F:1][C:2]1[CH:3]=[C:4]([CH:7]=[C:8]([OH:11])[C:9]=1[OH:10])[CH:5]=[O:6]. The yield is 0.890. (6) The reactants are [CH2:1]([P:10](=[O:17])([O:14][CH2:15][CH3:16])[O:11][CH2:12][CH3:13])P(=O)(OCC)OCC.[H-].[Na+].[CH:20]([C:22]1[C:23]([NH:33][C:34](=[O:57])[C:35]2[CH:40]=[CH:39][C:38]([O:41][CH2:42][C:43]3[N:44]=[C:45]([C:49]4[CH:54]=[CH:53][CH:52]=[CH:51][CH:50]=4)[O:46][C:47]=3[CH3:48])=[C:37]([O:55][CH3:56])[CH:36]=2)=[N:24][N:25]([C:27]2[CH:32]=[CH:31][CH:30]=[CH:29][CH:28]=2)[CH:26]=1)=O.O. The catalyst is CN(C)C=O. The product is [CH3:56][O:55][C:37]1[CH:36]=[C:35]([CH:40]=[CH:39][C:38]=1[O:41][CH2:42][C:43]1[N:44]=[C:45]([C:49]2[CH:54]=[CH:53][CH:52]=[CH:51][CH:50]=2)[O:46][C:47]=1[CH3:48])[C:34]([NH:33][C:23]1[C:22](/[CH:20]=[CH:1]/[P:10](=[O:17])([O:11][CH2:12][CH3:13])[O:14][CH2:15][CH3:16])=[CH:26][N:25]([C:27]2[CH:28]=[CH:29][CH:30]=[CH:31][CH:32]=2)[N:24]=1)=[O:57]. The yield is 0.380. (7) The catalyst is CO. The yield is 0.250. The product is [Cl:8][C:5]1[N:6]=[C:7]([CH2:9][OH:16])[C:2]([F:1])=[CH:3][N:4]=1. The reactants are [F:1][C:2]1[CH:3]=[N:4][C:5]([Cl:8])=[N:6][CH:7]=1.[C:9](OOC(=O)C1C=CC=CC=1)(=[O:16])C1C=CC=CC=1.FC(F)(F)C(O)=O. (8) The reactants are [H-].C([Al+]CC(C)C)C(C)C.[NH:11]1[C:19]2[CH:18]=[CH:17][CH:16]=[C:15]([C:20](OC)=[O:21])[C:14]=2[CH:13]=[CH:12]1.C(OCC)(=O)C.C(C(C(C([O-])=O)O)O)([O-])=O.[Na+].[K+]. The catalyst is CCOCC. The product is [NH:11]1[C:19]2[CH:18]=[CH:17][CH:16]=[C:15]([CH2:20][OH:21])[C:14]=2[CH:13]=[CH:12]1. The yield is 1.00. (9) The reactants are C([Li])CCC.[CH:6]([S:9]([C:12]1[CH:17]=[CH:16][CH:15]=[CH:14][CH:13]=1)(=[O:11])=[O:10])([CH3:8])[CH3:7].[Br:18][CH2:19][CH2:20][CH2:21]Br. The catalyst is O1CCCC1. The product is [Br:18][CH2:19][CH2:20][CH2:21][C:6]([CH3:8])([S:9]([C:12]1[CH:17]=[CH:16][CH:15]=[CH:14][CH:13]=1)(=[O:10])=[O:11])[CH3:7]. The yield is 0.620. (10) The reactants are [OH:1][C:2]1[CH:9]=[C:8]([O:10][CH3:11])[C:7]([C:12]2[S:13][CH:14]=[CH:15][CH:16]=2)=[CH:6][C:3]=1[CH:4]=[O:5].C(=O)([O-])[O-].[K+].[K+].Br[CH2:24][CH2:25][O:26][CH2:27][CH2:28][O:29][CH3:30]. The catalyst is CN(C)C=O.O. The product is [CH3:11][O:10][C:8]1[C:7]([C:12]2[S:13][CH:14]=[CH:15][CH:16]=2)=[CH:6][C:3]([CH:4]=[O:5])=[C:2]([O:1][CH2:24][CH2:25][O:26][CH2:27][CH2:28][O:29][CH3:30])[CH:9]=1. The yield is 0.870.